Dataset: Peptide-MHC class I binding affinity with 185,985 pairs from IEDB/IMGT. Task: Regression. Given a peptide amino acid sequence and an MHC pseudo amino acid sequence, predict their binding affinity value. This is MHC class I binding data. (1) The peptide sequence is SVNCFTSLVWAPL. The MHC is HLA-B54:01 with pseudo-sequence HLA-B54:01. The binding affinity (normalized) is 0.0518. (2) The peptide sequence is YEPEDLGNCL. The MHC is HLA-B44:02 with pseudo-sequence HLA-B44:02. The binding affinity (normalized) is 0. (3) The MHC is HLA-A30:02 with pseudo-sequence HLA-A30:02. The binding affinity (normalized) is 0. The peptide sequence is AMVRMYIFF. (4) The peptide sequence is KRITVLDI. The MHC is HLA-B27:05 with pseudo-sequence HLA-B27:05. The binding affinity (normalized) is 0.361. (5) The peptide sequence is TIPPSRDML. The MHC is Mamu-A01 with pseudo-sequence Mamu-A01. The binding affinity (normalized) is 0.556. (6) The peptide sequence is ERSASGGVY. The MHC is HLA-A01:01 with pseudo-sequence HLA-A01:01. The binding affinity (normalized) is 0.297. (7) The peptide sequence is ALVEICTEMEK. The MHC is HLA-B58:01 with pseudo-sequence HLA-B58:01. The binding affinity (normalized) is 0.